From a dataset of Forward reaction prediction with 1.9M reactions from USPTO patents (1976-2016). Predict the product of the given reaction. Given the reactants [CH3:1][NH:2][C:3]([C:5]1[CH:10]=[CH:9][C:8](B(O)O)=[CH:7][CH:6]=1)=[O:4].[O-]P([O-])([O-])=O.[K+].[K+].[K+].Br[C:23]1[CH:28]=[CH:27][C:26]([C:29]2[CH2:34][CH2:33][CH:32]([C:35]([NH:37][C@H:38]3[CH2:43][CH2:42][C@@H:41]([OH:44])[CH2:40][CH2:39]3)=[O:36])[CH2:31][CH:30]=2)=[C:25]([CH3:45])[CH:24]=1, predict the reaction product. The product is: [OH:44][C@@H:41]1[CH2:42][CH2:43][C@H:38]([NH:37][C:35]([CH:32]2[CH2:33][CH2:34][C:29]([C:26]3[CH:27]=[CH:28][C:23]([C:8]4[CH:9]=[CH:10][C:5]([C:3]([NH:2][CH3:1])=[O:4])=[CH:6][CH:7]=4)=[CH:24][C:25]=3[CH3:45])=[CH:30][CH2:31]2)=[O:36])[CH2:39][CH2:40]1.